Dataset: Forward reaction prediction with 1.9M reactions from USPTO patents (1976-2016). Task: Predict the product of the given reaction. (1) Given the reactants C[Si]([N-][Si](C)(C)C)(C)C.[Li+].[Cl:11][C:12]1[CH:13]=[C:14]([C:19]2[O:23][N:22]=[C:21]([C:24]3[CH:38]=[CH:37][C:27]([O:28][CH2:29][C:30]([O:32]C(C)(C)C)=[O:31])=[C:26]([F:39])[CH:25]=3)[N:20]=2)[CH:15]=[N:16][C:17]=1Cl, predict the reaction product. The product is: [Cl:11][C:12]1[CH:13]=[C:14]([C:19]2[O:23][N:22]=[C:21]([C:24]3[CH:38]=[CH:37][C:27]([O:28][CH2:29][C:30]([OH:32])=[O:31])=[C:26]([F:39])[CH:25]=3)[N:20]=2)[CH:15]=[N:16][C:17]=1[O:23][CH2:19][CH:14]([CH3:15])[CH3:13]. (2) Given the reactants OS(O)(=O)=O.[Na+].C([C:9](CC)([C:13]([C:15]([O-:17])=[O:16])=O)[C:10]([O-:12])=O)C.[Na+].[N:21]1([CH2:27][CH2:28][NH:29][NH2:30])[CH2:26][CH2:25][O:24][CH2:23][CH2:22]1.[CH2:31](OCC)[CH3:32], predict the reaction product. The product is: [CH2:31]([O:17][C:15]([C:13]1[CH:9]=[C:10]([OH:12])[N:29]([CH2:28][CH2:27][N:21]2[CH2:26][CH2:25][O:24][CH2:23][CH2:22]2)[N:30]=1)=[O:16])[CH3:32]. (3) The product is: [Cl:1][C:2]1[CH:7]=[CH:6][C:5]([N:9]2[C:17]3[C:12](=[C:13]([CH2:18][N:19]4[CH2:24][CH2:23][CH:22]([C:25]5[CH:26]=[C:27]([NH:31][C:32](=[O:36])[CH:33]([CH3:34])[CH3:35])[CH:28]=[CH:29][CH:30]=5)[CH2:21][CH2:20]4)[CH:14]=[CH:15][CH:16]=3)[CH:11]=[CH:10]2)=[CH:4][CH:3]=1. Given the reactants [Cl:1][C:2]1[CH:7]=[CH:6][C:5](I)=[CH:4][CH:3]=1.[NH:9]1[C:17]2[C:12](=[C:13]([CH2:18][N:19]3[CH2:24][CH2:23][CH:22]([C:25]4[CH:26]=[C:27]([NH:31][C:32](=[O:36])[CH:33]([CH3:35])[CH3:34])[CH:28]=[CH:29][CH:30]=4)[CH2:21][CH2:20]3)[CH:14]=[CH:15][CH:16]=2)[CH:11]=[CH:10]1, predict the reaction product. (4) Given the reactants Cl.C([N:9]([C@@H:13]1[C@@:20]2([CH3:24])[C:21]([CH3:23])([CH3:22])[C@H:17]([CH2:18][CH2:19]2)[CH2:16][N:15]2[C:25](=[O:41])[C:26]([OH:40])=[C:27]([C:29](=[O:39])[NH:30][CH2:31][C:32]3[CH:37]=[CH:36][C:35]([F:38])=[CH:34][CH:33]=3)[N:28]=[C:14]12)C(=O)O)C1C=CC=CC=1.[CH3:42][N:43]([CH3:49])[C:44](=[O:48])[C:45]([OH:47])=O.F[P-](F)(F)(F)(F)F.N1(OC(N(C)C)=[N+](C)C)C2N=CC=CC=2N=N1.C(N(C(C)C)CC)(C)C, predict the reaction product. The product is: [F:38][C:35]1[CH:34]=[CH:33][C:32]([CH2:31][NH:30][C:29]([C:27]2[N:28]=[C:14]3[C@H:13]([NH:9][C:45](=[O:47])[C:44]([N:43]([CH3:49])[CH3:42])=[O:48])[C@@:20]4([CH3:24])[C:21]([CH3:23])([CH3:22])[C@H:17]([CH2:18][CH2:19]4)[CH2:16][N:15]3[C:25](=[O:41])[C:26]=2[OH:40])=[O:39])=[CH:37][CH:36]=1. (5) Given the reactants [N+:1]([C:4]1[CH:5]=[CH:6][C:7]2[N:8]([C:21](=[O:23])[CH3:22])[C:9]3[C:14]([S:15][C:16]=2[CH:17]=1)=[CH:13][C:12]([N+:18]([O-])=O)=[CH:11][CH:10]=3)([O-])=O.O.O.[Sn](Cl)Cl.C(=O)([O-])O.[Na+], predict the reaction product. The product is: [NH2:1][C:4]1[CH:5]=[CH:6][C:7]2[N:8]([C:21](=[O:23])[CH3:22])[C:9]3[C:14]([S:15][C:16]=2[CH:17]=1)=[CH:13][C:12]([NH2:18])=[CH:11][CH:10]=3.